This data is from Catalyst prediction with 721,799 reactions and 888 catalyst types from USPTO. The task is: Predict which catalyst facilitates the given reaction. (1) Reactant: C1(C)C=CC=CC=1.O.C1(C)C=CC(S(O)(=O)=O)=CC=1.[C:20]([C:22]1[C:23]([N-:37][CH2:38][CH:39]([CH3:41])[CH3:40])=[C:24]([OH:36])[C:25]([F:35])=[C:26]([C:29]2[CH:34]=[CH:33][CH:32]=[CH:31][CH:30]=2)[C:27]=1[CH3:28])#[N:21]. Product: [F:35][C:25]1[C:26]([C:29]2[CH:34]=[CH:33][CH:32]=[CH:31][CH:30]=2)=[C:27]([CH3:28])[C:22]([C:20]#[N:21])=[C:23]2[C:24]=1[O:36][C:38]([CH:39]([CH3:41])[CH3:40])=[N:37]2. The catalyst class is: 13. (2) Product: [F:15][C:16]1[CH:17]=[C:18]([C:19]([C:7]2[CH:12]=[CH:11][CH:10]=[C:9]([O:13][CH3:14])[N:8]=2)([NH2:20])[CH2:33][C:34]2[CH:39]=[CH:38][CH:37]=[CH:36][CH:35]=2)[CH:21]=[C:22]([C:24]([F:25])([F:26])[F:27])[CH:23]=1. Reactant: [Li]CCCC.Br[C:7]1[CH:12]=[CH:11][CH:10]=[C:9]([O:13][CH3:14])[N:8]=1.[F:15][C:16]1[CH:17]=[C:18]([CH:21]=[C:22]([C:24]([F:27])([F:26])[F:25])[CH:23]=1)[C:19]#[N:20].C[Si](Cl)(C)C.[CH2:33]([Mg]Cl)[C:34]1[CH:39]=[CH:38][CH:37]=[CH:36][CH:35]=1. The catalyst class is: 28. (3) Reactant: [NH2:1][C:2]1[C:3]([NH:11][C@H:12]2[CH2:17][CH2:16][C@H:15]([CH2:18][CH2:19][C:20]#[N:21])[CH2:14][CH2:13]2)=[C:4]2[S:10][CH:9]=[CH:8][C:5]2=[N:6][CH:7]=1.[OH:22][C@H:23]([CH3:27])[C:24](O)=[O:25].C(N(CC)C(C)C)(C)C.F[P-](F)(F)(F)(F)F.C[N+](C)=C(N(C)C)ON1C2N=CC=CC=2N=N1. Product: [C:20]([CH2:19][CH2:18][C@H:15]1[CH2:14][CH2:13][C@H:12]([NH:11][C:3]2[C:2]([NH:1][C:24](=[O:25])[C@H:23]([OH:22])[CH3:27])=[CH:7][N:6]=[C:5]3[CH:8]=[CH:9][S:10][C:4]=23)[CH2:17][CH2:16]1)#[N:21]. The catalyst class is: 2. (4) Reactant: C1(S([N:10]2[C:18]3[C:13](=[CH:14][C:15]([C:19]4[N:20]=[C:21]([C:25]5[CH:30]=[CH:29][CH:28]=[CH:27][N:26]=5)[S:22][C:23]=4[CH3:24])=[CH:16][CH:17]=3)[CH:12]=[C:11]2[C:31]2[CH:36]=[CH:35][CH:34]=[CH:33][C:32]=2[Cl:37])(=O)=O)C=CC=CC=1.C([O-])([O-])=O.[Cs+].[Cs+]. Product: [Cl:37][C:32]1[CH:33]=[CH:34][CH:35]=[CH:36][C:31]=1[C:11]1[NH:10][C:18]2[C:13]([CH:12]=1)=[CH:14][C:15]([C:19]1[N:20]=[C:21]([C:25]3[CH:30]=[CH:29][CH:28]=[CH:27][N:26]=3)[S:22][C:23]=1[CH3:24])=[CH:16][CH:17]=2. The catalyst class is: 36. (5) Reactant: [C:1]([O:5][C:6]([N:8]1[CH2:13][CH2:12][C@@H:11]([C:14]2[CH:19]=[CH:18][C:17]([F:20])=[CH:16][CH:15]=2)[C@H:10]([CH2:21][OH:22])[CH2:9]1)=[O:7])([CH3:4])([CH3:3])[CH3:2].[H-].[Na+].[F:25][C:26]([F:40])([F:39])[C:27]1[CH:28]=[C:29]([CH:32]=[C:33]([C:35]([F:38])([F:37])[F:36])[CH:34]=1)[CH2:30]Br. Product: [C:1]([O:5][C:6]([N:8]1[CH2:13][CH2:12][C@@H:11]([C:14]2[CH:19]=[CH:18][C:17]([F:20])=[CH:16][CH:15]=2)[C@H:10]([CH2:21][O:22][CH2:30][C:29]2[CH:32]=[C:33]([C:35]([F:37])([F:38])[F:36])[CH:34]=[C:27]([C:26]([F:25])([F:39])[F:40])[CH:28]=2)[CH2:9]1)=[O:7])([CH3:4])([CH3:3])[CH3:2]. The catalyst class is: 3.